Dataset: Full USPTO retrosynthesis dataset with 1.9M reactions from patents (1976-2016). Task: Predict the reactants needed to synthesize the given product. (1) Given the product [CH3:25][C@:19]12[CH2:18][CH2:17][C:16](=[O:26])[CH:15]=[C:14]1[N:13]([CH2:27][O:28][CH2:29][CH2:30][Si:31]([CH3:32])([CH3:33])[CH3:34])[CH2:12][C@@H:11]1[C@@H:20]2[CH2:21][CH2:22][C@:23]2([CH3:24])[C:7]([C:11]3[CH:12]=[N:13][CH:14]=[CH:19][CH:20]=3)=[CH:8][CH2:9][C@H:10]21, predict the reactants needed to synthesize it. The reactants are: FC(F)(F)S(O[C:7]1[C@:23]2([CH3:24])[C@H:10]([C@H:11]3[C@H:20]([CH2:21][CH2:22]2)[C@:19]2([CH3:25])[C:14](=[CH:15][C:16](=[O:26])[CH2:17][CH2:18]2)[N:13]([CH2:27][O:28][CH2:29][CH2:30][Si:31]([CH3:34])([CH3:33])[CH3:32])[CH2:12]3)[CH2:9][CH:8]=1)(=O)=O.C(=O)([O-])[O-].[Na+].[Na+]. (2) Given the product [CH3:1][C:2]1[S:6][C:5]2[N:7]([C:37]([O:39][CH2:40][Cl:41])=[O:38])[C:8]3[CH:9]=[CH:10][CH:11]=[CH:12][C:13]=3[N:14]=[C:15]([N:16]3[CH2:17][CH2:18][N:19]([CH3:22])[CH2:20][CH2:21]3)[C:4]=2[CH:3]=1, predict the reactants needed to synthesize it. The reactants are: [CH3:1][C:2]1[S:6][C:5]2[NH:7][C:8]3[CH:9]=[CH:10][CH:11]=[CH:12][C:13]=3[N:14]=[C:15]([N:16]3[CH2:21][CH2:20][N:19]([CH3:22])[CH2:18][CH2:17]3)[C:4]=2[CH:3]=1.CN(C)CCN(C)C.[Li]CCCC.Cl[C:37]([O:39][CH2:40][Cl:41])=[O:38]. (3) Given the product [F:1][C:2]1[CH:7]=[C:6]([NH:8][CH2:9][C:10]2[CH:11]=[C:12]([C:17]3[C:22]([CH3:23])=[CH:21][C:20]([O:24][CH2:25][C:26]4([OH:34])[CH2:27][CH2:28][S:29](=[O:33])(=[O:32])[CH2:30][CH2:31]4)=[CH:19][C:18]=3[CH3:35])[C:13]([CH3:16])=[CH:14][CH:15]=2)[CH:5]=[CH:4][C:3]=1[CH2:36][CH2:37][C:38]([OH:40])=[O:39], predict the reactants needed to synthesize it. The reactants are: [F:1][C:2]1[CH:7]=[C:6]([NH:8][CH2:9][C:10]2[CH:11]=[C:12]([C:17]3[C:22]([CH3:23])=[CH:21][C:20]([O:24][CH2:25][C:26]4([OH:34])[CH2:31][CH2:30][S:29](=[O:33])(=[O:32])[CH2:28][CH2:27]4)=[CH:19][C:18]=3[CH3:35])[C:13]([CH3:16])=[CH:14][CH:15]=2)[CH:5]=[CH:4][C:3]=1[CH2:36][CH2:37][C:38]([O:40]CC)=[O:39].[OH-].[Na+].Cl. (4) Given the product [Cl:20][C:21]1[CH:22]=[C:23]([CH:25]=[CH:26][C:27]=1[OH:28])[NH:24][C:2]1[C:11]2[C:6](=[CH:7][CH:8]=[CH:9][C:10]=2[O:12][CH:13]2[CH2:18][CH2:17][N:16]([CH3:19])[CH2:15][CH2:14]2)[N:5]=[CH:4][N:3]=1, predict the reactants needed to synthesize it. The reactants are: Cl[C:2]1[C:11]2[C:6](=[CH:7][CH:8]=[CH:9][C:10]=2[O:12][CH:13]2[CH2:18][CH2:17][N:16]([CH3:19])[CH2:15][CH2:14]2)[N:5]=[CH:4][N:3]=1.[Cl:20][C:21]1[CH:22]=[C:23]([CH:25]=[CH:26][C:27]=1[OH:28])[NH2:24]. (5) Given the product [F:83][C:84]([F:89])([F:88])[C:85]([OH:87])=[O:86].[Br:79][C:77]1[C:62]2[N:63]=[CH:64][N:65]([CH2:66][C:67]3[CH:72]=[CH:71][C:70]([N+:73]([O-:75])=[O:74])=[CH:69][C:68]=3[F:76])[C:61]=2[CH:60]=[C:59]([S:56]([C:54]2[CH:55]=[C:51]([C:49]([NH2:50])=[NH:48])[S:52][C:53]=2[S:80][CH3:81])(=[O:57])=[O:58])[CH:78]=1, predict the reactants needed to synthesize it. The reactants are: C(OC(=O)NC(C1SC(SC)=C(S(C2C=C(Br)C3N(CC4C=CC([N+]([O-])=O)=CC=4F)C=NC=3C=2)(=O)=O)C=1)=N)(C)(C)C.C(OC(=O)[NH:48][C:49]([C:51]1[S:52][C:53]([S:80][CH3:81])=[C:54]([S:56]([C:59]2[CH:78]=[C:77]([Br:79])[C:62]3[N:63]=[CH:64][N:65]([CH2:66][C:67]4[CH:72]=[CH:71][C:70]([N+:73]([O-:75])=[O:74])=[CH:69][C:68]=4[F:76])[C:61]=3[CH:60]=2)(=[O:58])=[O:57])[CH:55]=1)=[NH:50])(C)(C)C.[F:83][C:84]([F:89])([F:88])[C:85]([OH:87])=[O:86]. (6) Given the product [CH2:34]([N:19]([CH2:17][CH3:18])[CH2:20][CH2:21][O:22][C:23]1[CH:24]=[C:25]2[C:29](=[CH:30][CH:31]=1)[NH:28][C:27]([CH:32]=[C:11]1[C:10]3[C:14](=[CH:15][C:7]([C:1]4[CH:2]=[CH:3][CH:4]=[CH:5][CH:6]=4)=[CH:8][CH:9]=3)[NH:13][C:12]1=[O:16])=[CH:26]2)[CH3:35], predict the reactants needed to synthesize it. The reactants are: [C:1]1([C:7]2[CH:15]=[C:14]3[C:10]([CH2:11][C:12](=[O:16])[NH:13]3)=[CH:9][CH:8]=2)[CH:6]=[CH:5][CH:4]=[CH:3][CH:2]=1.[CH2:17]([N:19]([CH2:34][CH3:35])[CH2:20][CH2:21][O:22][C:23]1[CH:24]=[C:25]2[C:29](=[CH:30][CH:31]=1)[NH:28][C:27]([CH:32]=O)=[CH:26]2)[CH3:18].N1CCCCC1.